From a dataset of NCI-60 drug combinations with 297,098 pairs across 59 cell lines. Regression. Given two drug SMILES strings and cell line genomic features, predict the synergy score measuring deviation from expected non-interaction effect. (1) Drug 1: CN1CCC(CC1)COC2=C(C=C3C(=C2)N=CN=C3NC4=C(C=C(C=C4)Br)F)OC. Drug 2: C1CN(CCN1C(=O)CCBr)C(=O)CCBr. Cell line: A498. Synergy scores: CSS=17.9, Synergy_ZIP=-3.67, Synergy_Bliss=1.72, Synergy_Loewe=-0.313, Synergy_HSA=3.68. (2) Drug 1: C1=CC(=CC=C1CCCC(=O)O)N(CCCl)CCCl. Drug 2: C(=O)(N)NO. Cell line: KM12. Synergy scores: CSS=-12.4, Synergy_ZIP=-5.22, Synergy_Bliss=-19.5, Synergy_Loewe=-19.1, Synergy_HSA=-18.8. (3) Drug 1: CN1C(=O)N2C=NC(=C2N=N1)C(=O)N. Drug 2: CC1CCCC2(C(O2)CC(NC(=O)CC(C(C(=O)C(C1O)C)(C)C)O)C(=CC3=CSC(=N3)C)C)C. Cell line: DU-145. Synergy scores: CSS=40.3, Synergy_ZIP=1.25, Synergy_Bliss=-1.98, Synergy_Loewe=-37.8, Synergy_HSA=-2.83. (4) Drug 1: CC1=C(C(CCC1)(C)C)C=CC(=CC=CC(=CC(=O)O)C)C. Drug 2: CC1=C(N=C(N=C1N)C(CC(=O)N)NCC(C(=O)N)N)C(=O)NC(C(C2=CN=CN2)OC3C(C(C(C(O3)CO)O)O)OC4C(C(C(C(O4)CO)O)OC(=O)N)O)C(=O)NC(C)C(C(C)C(=O)NC(C(C)O)C(=O)NCCC5=NC(=CS5)C6=NC(=CS6)C(=O)NCCC[S+](C)C)O. Cell line: HCC-2998. Synergy scores: CSS=23.9, Synergy_ZIP=-3.43, Synergy_Bliss=-2.73, Synergy_Loewe=-13.2, Synergy_HSA=-1.42. (5) Drug 1: C1CN1P(=S)(N2CC2)N3CC3. Drug 2: C(CN)CNCCSP(=O)(O)O. Cell line: NCIH23. Synergy scores: CSS=21.5, Synergy_ZIP=-4.45, Synergy_Bliss=-1.82, Synergy_Loewe=-44.7, Synergy_HSA=-4.43. (6) Drug 2: CN(C(=O)NC(C=O)C(C(C(CO)O)O)O)N=O. Synergy scores: CSS=11.9, Synergy_ZIP=-5.64, Synergy_Bliss=-2.14, Synergy_Loewe=-7.96, Synergy_HSA=-2.63. Cell line: NCIH23. Drug 1: C(CC(=O)O)C(=O)CN.Cl. (7) Cell line: NCI-H460. Drug 1: CC12CCC3C(C1CCC2=O)CC(=C)C4=CC(=O)C=CC34C. Synergy scores: CSS=14.1, Synergy_ZIP=-11.4, Synergy_Bliss=-15.0, Synergy_Loewe=-11.8, Synergy_HSA=-14.2. Drug 2: CS(=O)(=O)CCNCC1=CC=C(O1)C2=CC3=C(C=C2)N=CN=C3NC4=CC(=C(C=C4)OCC5=CC(=CC=C5)F)Cl. (8) Drug 1: C1=NC2=C(N=C(N=C2N1C3C(C(C(O3)CO)O)F)Cl)N. Drug 2: C1CN(P(=O)(OC1)NCCCl)CCCl. Cell line: UACC-257. Synergy scores: CSS=7.81, Synergy_ZIP=-3.62, Synergy_Bliss=-2.17, Synergy_Loewe=-19.5, Synergy_HSA=-1.91.